From a dataset of Catalyst prediction with 721,799 reactions and 888 catalyst types from USPTO. Predict which catalyst facilitates the given reaction. (1) Reactant: [C:1]([O:5][C:6]([N:8]1[CH2:13][CH2:12][CH:11]([O:14][C:15]2[CH:23]=[C:22]([F:24])[CH:21]=[CH:20][C:16]=2[C:17]([OH:19])=O)[CH2:10][CH2:9]1)=[O:7])([CH3:4])([CH3:3])[CH3:2].N1C=CC=CC=1.C(Cl)(=O)C(Cl)=O.[Cl:37][C:38]1[CH:39]=[CH:40][C:41]([NH:44][C:45](=[O:53])[C:46]2[CH:51]=[CH:50][CH:49]=[CH:48][C:47]=2[NH2:52])=[N:42][CH:43]=1. Product: [F:24][C:22]1[CH:21]=[CH:20][C:16]([C:17]([NH:52][C:47]2[CH:48]=[CH:49][CH:50]=[CH:51][C:46]=2[C:45]([NH:44][C:41]2[CH:40]=[CH:39][C:38]([Cl:37])=[CH:43][N:42]=2)=[O:53])=[O:19])=[C:15]([O:14][CH:11]2[CH2:12][CH2:13][N:8]([C:6]([O:5][C:1]([CH3:3])([CH3:4])[CH3:2])=[O:7])[CH2:9][CH2:10]2)[CH:23]=1. The catalyst class is: 59. (2) Reactant: [CH3:1][C:2]1[N:25]([CH3:26])[C:5]2[CH:6]=[C:7]([C:22]([OH:24])=O)[C:8]3[CH2:9][CH2:10][C:11]4([NH:20][C:21]=3[C:4]=2[N:3]=1)[CH2:19][C:18]1[C:13](=[CH:14][CH:15]=[CH:16][CH:17]=1)[CH2:12]4.CN(C(ON1N=NC2C=CC=CC1=2)=[N+](C)C)C.[B-](F)(F)(F)F.[NH2:49][CH2:50][C@@H:51]([OH:53])[CH3:52]. Product: [OH:53][C@@H:51]([CH3:52])[CH2:50][NH:49][C:22]([C:7]1[C:8]2[CH2:9][CH2:10][C:11]3([NH:20][C:21]=2[C:4]2[N:3]=[C:2]([CH3:1])[N:25]([CH3:26])[C:5]=2[CH:6]=1)[CH2:12][C:13]1[C:18](=[CH:17][CH:16]=[CH:15][CH:14]=1)[CH2:19]3)=[O:24]. The catalyst class is: 9. (3) Product: [OH:9][CH:10]1[CH2:15][C:14]([CH3:17])([CH3:16])[N:13]([O:18][CH:19]2[CH2:24][CH2:23][CH2:22][CH2:21][CH:20]2[OH:25])[C:12]([CH3:27])([CH3:26])[CH2:11]1. The catalyst class is: 5. Reactant: C([O:9][CH:10]1[CH2:15][C:14]([CH3:17])([CH3:16])[N:13]([O:18][CH:19]2[CH2:24][CH2:23][CH2:22][CH2:21][CH:20]2[OH:25])[C:12]([CH3:27])([CH3:26])[CH2:11]1)(=O)C1C=CC=CC=1.[OH-].[K+]. (4) Reactant: [CH2:1]([O:3][C:4]([C:6]1[CH:11]=[CH:10][C:9]([C:12]2[CH:17]=[C:16]([N+:18]([O-])=O)[CH:15]=[CH:14][C:13]=2[O:21][CH3:22])=[CH:8][CH:7]=1)=[O:5])[CH3:2].[ClH:23]. Product: [ClH:23].[CH2:1]([O:3][C:4]([C:6]1[CH:11]=[CH:10][C:9]([C:12]2[CH:17]=[C:16]([NH2:18])[CH:15]=[CH:14][C:13]=2[O:21][CH3:22])=[CH:8][CH:7]=1)=[O:5])[CH3:2]. The catalyst class is: 8. (5) Reactant: [NH2:1][C:2]1[N:7]=[CH:6][N:5]=[C:4]2[N:8]([C@H:20]([C:22]3[O:23][C:24]4[C:29]([C:30](=[O:39])[C:31]=3[C:32]3[CH:37]=[CH:36][CH:35]=[C:34]([F:38])[CH:33]=3)=[C:28]([F:40])[CH:27]=[CH:26][CH:25]=4)[CH3:21])[N:9]=[C:10]([C:11]3[CH:16]=[CH:15][C:14]([O:17][CH3:18])=[C:13]([NH2:19])[CH:12]=3)[C:3]=12.N1C=CC=CC=1.[CH3:47][S:48](Cl)(=[O:50])=[O:49]. Product: [NH2:1][C:2]1[N:7]=[CH:6][N:5]=[C:4]2[N:8]([C@H:20]([C:22]3[O:23][C:24]4[C:29]([C:30](=[O:39])[C:31]=3[C:32]3[CH:37]=[CH:36][CH:35]=[C:34]([F:38])[CH:33]=3)=[C:28]([F:40])[CH:27]=[CH:26][CH:25]=4)[CH3:21])[N:9]=[C:10]([C:11]3[CH:16]=[CH:15][C:14]([O:17][CH3:18])=[C:13]([NH:19][S:48]([CH3:47])(=[O:50])=[O:49])[CH:12]=3)[C:3]=12. The catalyst class is: 4.